From a dataset of Reaction yield outcomes from USPTO patents with 853,638 reactions. Predict the reaction yield, written as a fraction of the theoretical maximum amount of product (1.0 means a 100% yield; for example, 0.34 means a 34% yield). (1) The reactants are [OH:1][C:2]1[CH:7]=[CH:6][C:5]([CH2:8][C:9]([O:11][C:12]([CH3:15])([CH3:14])[CH3:13])=[O:10])=[CH:4][CH:3]=1.C([O-])([O-])=O.[K+].[K+].[Cl:22][C:23]1[CH:40]=[CH:39][C:26]([CH2:27][CH2:28][NH:29][C:30](=[O:38])[C:31]2[CH:36]=[CH:35][C:34](F)=[CH:33][CH:32]=2)=[CH:25][CH:24]=1. The catalyst is CS(C)=O.C(Cl)Cl.C(=O)([O-])[O-].[Na+].[Na+]. The product is [Cl:22][C:23]1[CH:24]=[CH:25][C:26]([CH2:27][CH2:28][NH:29][C:30]([C:31]2[CH:32]=[CH:33][C:34]([O:1][C:2]3[CH:3]=[CH:4][C:5]([CH2:8][C:9]([O:11][C:12]([CH3:15])([CH3:14])[CH3:13])=[O:10])=[CH:6][CH:7]=3)=[CH:35][CH:36]=2)=[O:38])=[CH:39][CH:40]=1. The yield is 0.0447. (2) The reactants are [Cl:1][C:2]1[N:3]=[C:4]([SH:11])[C:5](=[O:10])[N:6]([CH2:8][CH3:9])[CH:7]=1.Cl[CH2:13][C:14]([NH:16][C:17]1[CH:22]=[CH:21][CH:20]=[CH:19][CH:18]=1)=[O:15].C(N(C(C)C)CC)(C)C.O. The catalyst is O1CCCC1. The product is [Cl:1][C:2]1[N:3]=[C:4]([S:11][CH2:13][C:14]([NH:16][C:17]2[CH:22]=[CH:21][CH:20]=[CH:19][CH:18]=2)=[O:15])[C:5](=[O:10])[N:6]([CH2:8][CH3:9])[CH:7]=1. The yield is 0.500.